Predict the reactants needed to synthesize the given product. From a dataset of Full USPTO retrosynthesis dataset with 1.9M reactions from patents (1976-2016). Given the product [F:1][C:2]1[CH:7]=[CH:6][C:5]([C:8]2[CH:13]=[CH:12][C:11]([C:14](=[N:22][OH:23])[CH2:15][CH2:16][C:17]([OH:19])=[O:18])=[CH:10][CH:9]=2)=[CH:4][CH:3]=1, predict the reactants needed to synthesize it. The reactants are: [F:1][C:2]1[CH:7]=[CH:6][C:5]([C:8]2[CH:13]=[CH:12][C:11]([C:14](=O)[CH2:15][CH2:16][C:17]([OH:19])=[O:18])=[CH:10][CH:9]=2)=[CH:4][CH:3]=1.Cl.[NH2:22][OH:23].C(=O)([O-])[O-].[Na+].[Na+].Cl.